Dataset: Catalyst prediction with 721,799 reactions and 888 catalyst types from USPTO. Task: Predict which catalyst facilitates the given reaction. (1) Reactant: [CH3:1][CH:2]([CH3:32])[CH2:3][C@H:4]([NH:24]C(=O)OC(C)(C)C)[CH2:5][O:6][C:7]1[CH:8]=[CH:9][C:10]2[C:23]3[C:18](=[CH:19][N:20]=[CH:21][CH:22]=3)[C:14]3([CH2:17][O:16][CH2:15]3)[O:13][C:11]=2[CH:12]=1.[ClH:33].C(OCC)C. Product: [NH2:24][C@@H:4]([CH2:3][CH:2]([CH3:32])[CH3:1])[CH2:5][O:6][C:7]1[CH:8]=[CH:9][C:10]2[C:23]3[C:18](=[CH:19][N:20]=[CH:21][CH:22]=3)[C:14]([CH2:17][OH:16])([CH2:15][Cl:33])[O:13][C:11]=2[CH:12]=1. The catalyst class is: 4. (2) Reactant: [C:1]([O:5][C:6]([NH:8][C@H:9]([C:21]([O:23]C)=O)[CH2:10][CH:11]([C:14]1[CH:19]=[CH:18][CH:17]=[CH:16][C:15]=1[F:20])[C:12]#[N:13])=[O:7])([CH3:4])([CH3:3])[CH3:2].[H][H].C(=O)([O-])[O-].[K+].[K+]. Product: [F:20][C:15]1[CH:16]=[CH:17][CH:18]=[CH:19][C:14]=1[C@H:11]1[CH2:12][NH:13][C:21](=[O:23])[C@@H:9]([NH:8][C:6](=[O:7])[O:5][C:1]([CH3:4])([CH3:3])[CH3:2])[CH2:10]1. The catalyst class is: 171.